From a dataset of Catalyst prediction with 721,799 reactions and 888 catalyst types from USPTO. Predict which catalyst facilitates the given reaction. (1) Reactant: [CH2:1]1[C:16]2[C:15]3[C:14]4[CH:13]=[CH:12][CH:11]=[CH:10][C:9]=4[NH:8][C:7]=3[CH:6]=[CH:5][C:4]=2[C:3](=[O:17])[CH2:2]1.Br[CH2:19][CH2:20][CH2:21][N:22]([CH2:35][CH2:36][CH3:37])[S:23]([C:26]1[CH:31]=[CH:30][CH:29]=[CH:28][C:27]=1[N+:32]([O-:34])=[O:33])(=[O:25])=[O:24].[H-].[Na+].CCCCCC.C(OCC)(=O)C. Product: [N+:32]([C:27]1[CH:28]=[CH:29][CH:30]=[CH:31][C:26]=1[S:23]([N:22]([CH2:35][CH2:36][CH2:37][N:8]1[C:7]2[CH:6]=[CH:5][C:4]3[C:3](=[O:17])[CH2:2][CH2:1][C:16]=3[C:15]=2[C:14]2[CH:13]=[CH:12][CH:11]=[CH:10][C:9]1=2)[CH2:21][CH2:20][CH3:19])(=[O:25])=[O:24])([O-:34])=[O:33]. The catalyst class is: 2. (2) Reactant: [NH:1]([CH2:5][C:6]1[CH2:12][C:11]2[CH:13]=[C:14]3[O:19][CH2:18][O:17][C:15]3=[CH:16][C:10]=2[C:9]([C:20]2[CH:25]=[CH:24][C:23]([N+:26]([O-:28])=[O:27])=[CH:22][CH:21]=2)=[N:8][N:7]=1)[C:2]([CH3:4])=O.P(Cl)(Cl)(Cl)=O. Product: [CH3:4][C:2]1[N:7]2[N:8]=[C:9]([C:20]3[CH:25]=[CH:24][C:23]([N+:26]([O-:28])=[O:27])=[CH:22][CH:21]=3)[C:10]3[CH:16]=[C:15]4[O:17][CH2:18][O:19][C:14]4=[CH:13][C:11]=3[CH2:12][C:6]2=[CH:5][N:1]=1. The catalyst class is: 2. (3) Reactant: C(O[C:5]1[CH:6]=[C:7]([C:11]2[CH:16]=[CH:15][C:14]([O:17][CH3:18])=[C:13]([C:19]#[C:20][CH2:21]Br)[CH:12]=2)[CH:8]=[CH:9][CH:10]=1)(=O)C.[F:23][C:24]([F:33])([F:32])[C:25]1[CH:30]=[CH:29][C:28]([OH:31])=[CH:27][CH:26]=1.C(=O)([O-])[O-].[K+].[K+].[C:40]([O:43][CH2:44]C)(=[O:42])[CH3:41]. The catalyst class is: 9. Product: [CH3:18][O:17][C:14]1[CH:15]=[CH:16][C:11]([C:7]2[CH:8]=[CH:9][CH:10]=[C:5]([CH2:41][C:40]([O:43][CH3:44])=[O:42])[CH:6]=2)=[CH:12][C:13]=1[C:19]#[C:20][CH2:21][O:31][C:28]1[CH:27]=[CH:26][C:25]([C:24]([F:32])([F:33])[F:23])=[CH:30][CH:29]=1. (4) Reactant: [CH:1]1([CH2:7][N:8]2[C:12]([C:13]3[CH:18]=[C:17]([C:19]([CH3:22])([CH3:21])[CH3:20])[CH:16]=[C:15]([C:23]([CH3:26])([CH3:25])[CH3:24])[CH:14]=3)=[CH:11][C:10]([C:27](O)=[O:28])=[C:9]2[CH3:30])[CH2:6][CH2:5][CH2:4][CH2:3][CH2:2]1.C(Cl)(=O)C(Cl)=O.Cl.[CH3:38][O:39][NH:40][CH3:41].CCN(C(C)C)C(C)C. Product: [CH:1]1([CH2:7][N:8]2[C:12]([C:13]3[CH:18]=[C:17]([C:19]([CH3:22])([CH3:21])[CH3:20])[CH:16]=[C:15]([C:23]([CH3:26])([CH3:24])[CH3:25])[CH:14]=3)=[CH:11][C:10]([C:27]([N:40]([O:39][CH3:38])[CH3:41])=[O:28])=[C:9]2[CH3:30])[CH2:6][CH2:5][CH2:4][CH2:3][CH2:2]1. The catalyst class is: 59. (5) Reactant: [C:1]1([C:7]2[CH:12]=[C:11]([NH:13]C(=O)OC(C)(C)C)[CH:10]=[C:9]([C:21]3[CH:26]=[CH:25][CH:24]=[CH:23][CH:22]=3)[CH:8]=2)[CH:6]=[CH:5][CH:4]=[CH:3][CH:2]=1.FC(F)(F)C(O)=O. Product: [C:1]1([C:7]2[CH:12]=[C:11]([NH2:13])[CH:10]=[C:9]([C:21]3[CH:26]=[CH:25][CH:24]=[CH:23][CH:22]=3)[CH:8]=2)[CH:2]=[CH:3][CH:4]=[CH:5][CH:6]=1. The catalyst class is: 4. (6) Reactant: O.[C@@H:2]1([N:11]2[C:21]3[N:20]=[C:18]([NH2:19])[NH:17][C:15](=[O:16])[C:14]=3[N:13]=[CH:12]2)O[C@H:7]([CH2:8]O)[C@@H:5](O)[C@H:3]1O.[CH:22]1[C:31]2[C:26](=[CH:27][CH:28]=[CH:29][CH:30]=2)[CH:25]=[CH:24][C:23]=1[CH2:32][Br:33]. Product: [Br-:33].[NH2:19][C:18]1[NH:17][C:15](=[O:16])[C:14]2[N+:13]([CH2:32][C:23]3[CH:24]=[CH:25][C:26]4[C:31](=[CH:30][CH:29]=[CH:28][CH:27]=4)[CH:22]=3)=[CH:12][N:11]([CH2:2][C:3]3[CH:25]=[CH:24][C:23]4[C:7](=[CH:8][CH:30]=[CH:31][CH:22]=4)[CH:5]=3)[C:21]=2[N:20]=1. The catalyst class is: 80.